This data is from Reaction yield outcomes from USPTO patents with 853,638 reactions. The task is: Predict the reaction yield, written as a fraction of the theoretical maximum amount of product (1.0 means a 100% yield; for example, 0.34 means a 34% yield). (1) The reactants are [C:1]([NH:18][C@H:19]([C:23](O)=[O:24])[CH2:20][CH2:21][CH3:22])([O:3][CH2:4][CH:5]1[C:17]2[C:12](=[CH:13][CH:14]=[CH:15][CH:16]=2)[C:11]2[C:6]1=[CH:7][CH:8]=[CH:9][CH:10]=2)=[O:2].S(Cl)(Cl)=O. The catalyst is CO.C(OC(=O)C)C. The product is [CH:7]1[C:6]2[CH:5]([CH2:4][O:3][C:1]([NH:18][C@H:19]([CH:23]=[O:24])[CH2:20][CH2:21][CH3:22])=[O:2])[C:17]3[C:12](=[CH:13][CH:14]=[CH:15][CH:16]=3)[C:11]=2[CH:10]=[CH:9][CH:8]=1. The yield is 1.00. (2) The reactants are [N:1]1[CH:6]=[CH:5][CH:4]=[CH:3][C:2]=1[C:7]1[N:11]=[C:10]([C:12]2[CH:17]=[C:16](Br)[CH:15]=[CH:14][C:13]=2[F:19])[O:9][N:8]=1. The catalyst is O1CCCC1.C1C=CC([P]([Pd]([P](C2C=CC=CC=2)(C2C=CC=CC=2)C2C=CC=CC=2)([P](C2C=CC=CC=2)(C2C=CC=CC=2)C2C=CC=CC=2)[P](C2C=CC=CC=2)(C2C=CC=CC=2)C2C=CC=CC=2)(C2C=CC=CC=2)C2C=CC=CC=2)=CC=1. The product is [N:1]1[CH:6]=[CH:5][CH:4]=[CH:3][C:2]=1[C:7]1[N:11]=[C:10]([C:12]2[CH:17]=[C:16]([C:2]3[CH:3]=[CH:4][CH:5]=[CH:6][N:1]=3)[CH:15]=[CH:14][C:13]=2[F:19])[O:9][N:8]=1. The yield is 0.110. (3) The reactants are [Cl:1][C:2]1[CH:8]=[C:7]([O:9][C:10]2[C:19]3[C:14](=[CH:15][C:16]([O:22][CH3:23])=[C:17]([O:20][CH3:21])[CH:18]=3)[N:13]=[CH:12][CH:11]=2)[CH:6]=[CH:5][C:3]=1[NH2:4].ClC(Cl)(O[C:28](=[O:34])OC(Cl)(Cl)Cl)Cl.[NH2:36][C:37]1[CH:42]=[CH:41][C:40]([Br:43])=[CH:39][N:38]=1.CO. The catalyst is C(Cl)(Cl)Cl.C(N(CC)CC)C.ClCCl. The product is [Br:43][C:40]1[CH:41]=[CH:42][C:37]([NH:36][C:28]([NH:4][C:3]2[CH:5]=[CH:6][C:7]([O:9][C:10]3[C:19]4[C:14](=[CH:15][C:16]([O:22][CH3:23])=[C:17]([O:20][CH3:21])[CH:18]=4)[N:13]=[CH:12][CH:11]=3)=[CH:8][C:2]=2[Cl:1])=[O:34])=[N:38][CH:39]=1. The yield is 0.550. (4) The reactants are FC(F)(F)S(O[C:7]1[CH:12]=[CH:11][CH:10]=[C:9]([C:13]2[N:14]([CH3:30])[C:15](=[O:29])[C:16]([O:19]CC3C=CC(OC)=CC=3)=[CH:17][N:18]=2)[CH:8]=1)(=O)=O.[CH:33]1[C:42]2[CH:41]=[CH:40][CH:39]=[C:38](B(O)O)[C:37]=2[CH:36]=[CH:35][N:34]=1.C([O-])([O-])=O.[Cs+].[Cs+]. The catalyst is C1COCC1.ClCCl.[Pd](Cl)Cl.C1(P(C2C=CC=CC=2)[C-]2C=CC=C2)C=CC=CC=1.[C-]1(P(C2C=CC=CC=2)C2C=CC=CC=2)C=CC=C1.[Fe+2]. The product is [CH:33]1[C:42]2[C:37](=[C:38]([C:7]3[CH:8]=[C:9]([C:13]4[N:14]([CH3:30])[C:15](=[O:29])[C:16]([OH:19])=[CH:17][N:18]=4)[CH:10]=[CH:11][CH:12]=3)[CH:39]=[CH:40][CH:41]=2)[CH:36]=[CH:35][N:34]=1. The yield is 0.430. (5) The reactants are [CH:1]1[CH:6]=[C:5]2[CH:7]([OH:11])[O:8][C:9](=[O:10])[C:4]2=[CH:3][CH:2]=1.I[CH2:13][CH3:14].C(=O)([O-])[O-].[K+].[K+]. The catalyst is CN(C=O)C. The product is [CH:9]([C:4]1[CH:3]=[CH:2][CH:1]=[CH:6][C:5]=1[C:7]([O:8][CH2:13][CH3:14])=[O:11])=[O:10]. The yield is 0.880. (6) The reactants are [OH:1][C@@H:2]([CH:21]([CH3:26])[CH2:22][C:23]#[C:24][CH3:25])/[CH:3]=[CH:4]/[C@H:5]1[CH2:9][CH2:8][C:7](=[O:10])[N:6]1[CH2:11][CH2:12][CH2:13][CH2:14][CH2:15][CH2:16][C:17]([O:19]C)=[O:18].S([O-])(O)(=O)=O.[K+].[Cl-].[Na+].O. The catalyst is CO.[OH-].[Na+]. The product is [OH:1][C@@H:2]([CH:21]([CH3:26])[CH2:22][C:23]#[C:24][CH3:25])/[CH:3]=[CH:4]/[C@H:5]1[CH2:9][CH2:8][C:7](=[O:10])[N:6]1[CH2:11][CH2:12][CH2:13][CH2:14][CH2:15][CH2:16][C:17]([OH:19])=[O:18]. The yield is 0.750.